From a dataset of CYP2C9 inhibition data for predicting drug metabolism from PubChem BioAssay. Regression/Classification. Given a drug SMILES string, predict its absorption, distribution, metabolism, or excretion properties. Task type varies by dataset: regression for continuous measurements (e.g., permeability, clearance, half-life) or binary classification for categorical outcomes (e.g., BBB penetration, CYP inhibition). Dataset: cyp2c9_veith. The result is 1 (inhibitor). The compound is CCOc1ccc(CCNC(=O)CCCN2C(=O)c3ccccc3C2=O)cc1OCC.